Dataset: Forward reaction prediction with 1.9M reactions from USPTO patents (1976-2016). Task: Predict the product of the given reaction. (1) The product is: [CH3:32][S:33]([O:22][CH2:21][CH2:20][CH2:19][N:13]1[CH2:12][C:11]2[C:15](=[CH:16][CH:17]=[C:9]([C:7]3[S:8][C:4]([CH:3]([O:2][CH3:1])[O:23][CH3:24])=[CH:5][CH:6]=3)[CH:10]=2)[C:14]1=[O:18])(=[O:35])=[O:34]. Given the reactants [CH3:1][O:2][CH:3]([O:23][CH3:24])[C:4]1[S:8][C:7]([C:9]2[CH:10]=[C:11]3[C:15](=[CH:16][CH:17]=2)[C:14](=[O:18])[N:13]([CH2:19][CH2:20][CH2:21][OH:22])[CH2:12]3)=[CH:6][CH:5]=1.C(N(CC)CC)C.[CH3:32][S:33](Cl)(=[O:35])=[O:34], predict the reaction product. (2) Given the reactants [NH2:1][C:2]1[N:6]([C:7]2[C:12](Cl)=[CH:11][C:10]([C:14]([F:17])([F:16])[F:15])=[CH:9][C:8]=2[Cl:18])[N:5]=[C:4]([C:19]#[N:20])[C:3]=1[S:21]([CH3:23])=[O:22].[ClH:24].[NH2:25][OH:26].C(N(CC)CC)C, predict the reaction product. The product is: [NH2:1][C:2]1[N:6]([C:7]2[C:12]([Cl:24])=[CH:11][C:10]([C:14]([F:15])([F:17])[F:16])=[CH:9][C:8]=2[Cl:18])[N:5]=[C:4]([C:19](=[NH:20])[NH:25][OH:26])[C:3]=1[S:21]([CH3:23])=[O:22]. (3) Given the reactants [C:1]([C:4]1[CH:9]=[CH:8][C:7]([C:10]2[N:11]=[C:12]([C@@H:15]([NH:23][C:24](=[O:35])[C:25]3[CH:30]=[CH:29][C:28]([C:31]#[N:32])=[CH:27][C:26]=3[CH2:33][CH3:34])[CH2:16][C:17]3[CH:22]=[CH:21][CH:20]=[CH:19][CH:18]=3)[NH:13][CH:14]=2)=[CH:6][CH:5]=1)(=[O:3])[NH2:2].CN([P+](ON1N=NC2C=CC=CC1=2)(N(C)C)N(C)C)C.F[P-](F)(F)(F)(F)F.C(N(CC)CC)C.N[C@H](C1NC=C(C2C=CC(C(N)=O)=CC=2)N=1)CC1C=CC=CC=1, predict the reaction product. The product is: [NH2:32][CH2:31][C:28]1[CH:29]=[CH:30][C:25]([C:24]([NH:23][C@H:15]([C:12]2[NH:13][CH:14]=[C:10]([C:7]3[CH:6]=[CH:5][C:4]([C:1](=[O:3])[NH2:2])=[CH:9][CH:8]=3)[N:11]=2)[CH2:16][C:17]2[CH:18]=[CH:19][CH:20]=[CH:21][CH:22]=2)=[O:35])=[C:26]([CH2:33][CH3:34])[CH:27]=1. (4) Given the reactants [NH2:1][C:2]1[N:7]=[C:6](Cl)[CH:5]=[CH:4][N:3]=1.[Cl:9][C:10]1[CH:16]=[CH:15][CH:14]=[CH:13][C:11]=1[NH2:12].CO.C(O)(C(F)(F)F)=O, predict the reaction product. The product is: [Cl:9][C:10]1[CH:16]=[CH:15][CH:14]=[CH:13][C:11]=1[NH:12][C:6]1[CH:5]=[CH:4][N:3]=[C:2]([NH2:1])[N:7]=1. (5) Given the reactants [Cl:1][C:2]1[CH:3]=[C:4]2[C:9](=[CH:10][CH:11]=1)[CH:8]=[C:7]([S:12]([N:15]([CH2:31][C:32]1[S:33][CH:34]=[CH:35][N:36]=1)[C@H:16]1[CH2:20][CH2:19][N:18]([C@@H:21]([CH3:29])[C:22]([O:24]C(C)(C)C)=[O:23])[C:17]1=[O:30])(=[O:14])=[O:13])[CH:6]=[CH:5]2.FC(F)(F)C(O)=O, predict the reaction product. The product is: [Cl:1][C:2]1[CH:3]=[C:4]2[C:9](=[CH:10][CH:11]=1)[CH:8]=[C:7]([S:12]([N:15]([CH2:31][C:32]1[S:33][CH:34]=[CH:35][N:36]=1)[C@H:16]1[CH2:20][CH2:19][N:18]([C@@H:21]([CH3:29])[C:22]([OH:24])=[O:23])[C:17]1=[O:30])(=[O:13])=[O:14])[CH:6]=[CH:5]2. (6) Given the reactants [C:1]([O:5][C:6](=[O:26])[CH2:7][O:8][CH2:9][CH:10]1[CH2:15][CH2:14][N:13]([C:16]([O:18][CH2:19][C:20]2[CH:25]=[CH:24][CH:23]=[CH:22][CH:21]=2)=[O:17])[CH2:12][CH2:11]1)(C)(C)C.FC(F)(F)C(O)=O, predict the reaction product. The product is: [CH3:1][O:5][C:6](=[O:26])[CH2:7][O:8][CH2:9][CH:10]1[CH2:15][CH2:14][N:13]([C:16]([O:18][CH2:19][C:20]2[CH:25]=[CH:24][CH:23]=[CH:22][CH:21]=2)=[O:17])[CH2:12][CH2:11]1. (7) The product is: [N:6]([C@@H:9]1[CH2:18][C:17]2[C:12](=[C:13]([N+:1]([O-:4])=[O:2])[CH:14]=[C:15]([Br:19])[CH:16]=2)[N:11]([C:20]([O:22][CH3:23])=[O:21])[CH2:10]1)=[N+:7]=[N-:8]. Given the reactants [N+:1]([O-:4])([O-])=[O:2].[Na+].[N:6]([C@@H:9]1[CH2:18][C:17]2[C:12](=[CH:13][CH:14]=[C:15]([Br:19])[CH:16]=2)[N:11]([C:20]([O:22][CH3:23])=[O:21])[CH2:10]1)=[N+:7]=[N-:8], predict the reaction product. (8) Given the reactants [Cl:1][C:2]1[CH:7]=[CH:6][CH:5]=[C:4]([Cl:8])[C:3]=1[N:9]1[C:14]([CH3:15])=[CH:13][C:12]([OH:16])=[CH:11][C:10]1=[O:17].[CH2:18](Br)[C:19]1[CH:24]=[CH:23][CH:22]=[CH:21][CH:20]=1, predict the reaction product. The product is: [CH2:18]([O:16][C:12]1[CH:13]=[C:14]([CH3:15])[N:9]([C:3]2[C:4]([Cl:8])=[CH:5][CH:6]=[CH:7][C:2]=2[Cl:1])[C:10](=[O:17])[CH:11]=1)[C:19]1[CH:24]=[CH:23][CH:22]=[CH:21][CH:20]=1. (9) Given the reactants [CH3:1][C:2]([CH3:23])([CH3:22])[C:3]#[C:4][C:5]1[S:9][C:8]([C:10]([O:12][CH3:13])=[O:11])=[C:7]([NH:14][CH2:15][C:16]2[N:20]([CH3:21])[CH:19]=[N:18][CH:17]=2)[CH:6]=1.N1C=CC=CC=1.[CH3:30][CH:31]1[CH2:36][CH2:35][CH:34]([C:37](Cl)=[O:38])[CH2:33][CH2:32]1, predict the reaction product. The product is: [CH3:1][C:2]([CH3:23])([CH3:22])[C:3]#[C:4][C:5]1[S:9][C:8]([C:10]([O:12][CH3:13])=[O:11])=[C:7]([N:14]([CH2:15][C:16]2[N:20]([CH3:21])[CH:19]=[N:18][CH:17]=2)[C:37]([C@H:34]2[CH2:35][CH2:36][C@H:31]([CH3:30])[CH2:32][CH2:33]2)=[O:38])[CH:6]=1.